This data is from Reaction yield outcomes from USPTO patents with 853,638 reactions. The task is: Predict the reaction yield, written as a fraction of the theoretical maximum amount of product (1.0 means a 100% yield; for example, 0.34 means a 34% yield). (1) The reactants are Cl[C:2](OC(Cl)(Cl)Cl)=[O:3].[NH2:9][C:10]1[CH:18]=[CH:17][C:16]([Cl:19])=[CH:15][C:11]=1[C:12]([OH:14])=[O:13]. The catalyst is O1CCOCC1. The product is [Cl:19][C:16]1[CH:17]=[CH:18][C:10]2[NH:9][C:2](=[O:3])[O:13][C:12](=[O:14])[C:11]=2[CH:15]=1. The yield is 0.920. (2) The reactants are [H-].[Na+].[C:3]([O:7][C:8](=[O:37])[NH:9][C:10]([C:12]1[S:13][C:14]([S:35][CH3:36])=[C:15]([S:17]([C:20]2[CH:21]=[C:22]([C:26]3[C:31]([CH3:32])=[CH:30][CH:29]=[CH:28][C:27]=3[CH2:33][OH:34])[CH:23]=[CH:24][CH:25]=2)(=[O:19])=[O:18])[CH:16]=1)=[NH:11])([CH3:6])([CH3:5])[CH3:4].Br[CH2:39][CH2:40][C:41]([O:43][CH2:44][CH3:45])=[O:42]. The catalyst is CN(C=O)C. The product is [CH2:44]([O:43][C:41](=[O:42])[CH2:40][CH2:39][O:34][CH2:33][C:27]1[CH:28]=[CH:29][CH:30]=[C:31]([CH3:32])[C:26]=1[C:22]1[CH:23]=[CH:24][CH:25]=[C:20]([S:17]([C:15]2[CH:16]=[C:12]([C:10]([NH:9][C:8]([O:7][C:3]([CH3:5])([CH3:6])[CH3:4])=[O:37])=[NH:11])[S:13][C:14]=2[S:35][CH3:36])(=[O:19])=[O:18])[CH:21]=1)[CH3:45]. The yield is 0.250. (3) The reactants are Br[C:2]1[CH:7]=[CH:6][C:5]([C:8]2[NH:12][C:11]([C@@H:13]3[CH2:17][C@H:16]([CH3:18])[CH2:15][N:14]3[C:19]([O:21][C:22]([CH3:25])([CH3:24])[CH3:23])=[O:20])=[N:10][CH:9]=2)=[CH:4][CH:3]=1.[CH3:26][C:27]1([CH3:43])[C:31]([CH3:33])([CH3:32])[O:30][B:29]([B:29]2[O:30][C:31]([CH3:33])([CH3:32])[C:27]([CH3:43])([CH3:26])[O:28]2)[O:28]1.C([O-])(=O)C.[K+]. The catalyst is O1CCOCC1.C1C=CC([P]([Pd]([P](C2C=CC=CC=2)(C2C=CC=CC=2)C2C=CC=CC=2)([P](C2C=CC=CC=2)(C2C=CC=CC=2)C2C=CC=CC=2)[P](C2C=CC=CC=2)(C2C=CC=CC=2)C2C=CC=CC=2)(C2C=CC=CC=2)C2C=CC=CC=2)=CC=1. The product is [CH3:18][C@@H:16]1[CH2:15][N:14]([C:19]([O:21][C:22]([CH3:25])([CH3:24])[CH3:23])=[O:20])[C@H:13]([C:11]2[NH:12][C:8]([C:5]3[CH:6]=[CH:7][C:2]([B:29]4[O:30][C:31]([CH3:33])([CH3:32])[C:27]([CH3:43])([CH3:26])[O:28]4)=[CH:3][CH:4]=3)=[CH:9][N:10]=2)[CH2:17]1. The yield is 0.970. (4) The reactants are [CH2:1]([O:3][C:4]([CH:6]1[CH2:11][CH2:10][N:9]([C:12]([O:14][C:15]([CH3:18])([CH3:17])[CH3:16])=[O:13])[CH2:8][CH2:7]1)=[O:5])[CH3:2].C[Si]([N-][Si](C)(C)C)(C)C.[Na+].[N+:29]([C:32]1[CH:39]=[CH:38][CH:37]=[CH:36][C:33]=1[CH2:34]Br)([O-:31])=[O:30]. The catalyst is O1CCCC1. The product is [CH2:1]([O:3][C:4]([C:6]1([CH2:34][C:33]2[CH:36]=[CH:37][CH:38]=[CH:39][C:32]=2[N+:29]([O-:31])=[O:30])[CH2:11][CH2:10][N:9]([C:12]([O:14][C:15]([CH3:17])([CH3:16])[CH3:18])=[O:13])[CH2:8][CH2:7]1)=[O:5])[CH3:2]. The yield is 0.130. (5) The reactants are Br[C:2]1[C:7]([CH2:8][OH:9])=[CH:6][CH:5]=[CH:4][N:3]=1.CC([Mg]Cl)C.[CH2:15]([N:22]1[CH2:27][CH2:26][C:25](=[O:28])[CH2:24][CH2:23]1)[C:16]1[CH:21]=[CH:20][CH:19]=[CH:18][CH:17]=1. The catalyst is O1CCCC1. The product is [CH2:15]([N:22]1[CH2:27][CH2:26][C:25]([OH:28])([C:2]2[C:7]([CH2:8][OH:9])=[CH:6][CH:5]=[CH:4][N:3]=2)[CH2:24][CH2:23]1)[C:16]1[CH:17]=[CH:18][CH:19]=[CH:20][CH:21]=1. The yield is 0.170.